Dataset: Reaction yield outcomes from USPTO patents with 853,638 reactions. Task: Predict the reaction yield, written as a fraction of the theoretical maximum amount of product (1.0 means a 100% yield; for example, 0.34 means a 34% yield). (1) The reactants are [NH2:1][CH2:2][C:3]1[CH:4]=[N:5][CH:6]=[CH:7][CH:8]=1.[C:9](O[C:9]([O:11][C:12]([CH3:15])([CH3:14])[CH3:13])=[O:10])([O:11][C:12]([CH3:15])([CH3:14])[CH3:13])=[O:10].C(N(C(C)C)CC)(C)C. The catalyst is C(Cl)Cl. The product is [C:12]([O:11][C:9](=[O:10])[NH:1][CH2:2][C:3]1[CH:4]=[N:5][CH:6]=[CH:7][CH:8]=1)([CH3:15])([CH3:14])[CH3:13]. The yield is 0.810. (2) The reactants are [CH3:1][C:2]1([CH3:22])[C@H:6]([C:7]2[CH:12]=[CH:11][C:10]([CH3:13])=[CH:9][CH:8]=2)[C:5]2[C:14]([CH3:21])=[C:15]([NH2:20])[C:16]([CH3:19])=[C:17]([CH3:18])[C:4]=2[O:3]1.[CH3:23][O:24][C:25]1[CH:30]=[CH:29][C:28]([CH:31]([CH3:35])C(O)=O)=[CH:27][CH:26]=1.[C:36](OCC)(=[O:38])C.CCCCCC. No catalyst specified. The product is [CH3:23][O:24][C:25]1[CH:26]=[CH:27][C:28]([CH2:31][CH2:35][C:36]([NH:20][C:15]2[C:16]([CH3:19])=[C:17]([CH3:18])[C:4]3[O:3][C:2]([CH3:22])([CH3:1])[C@H:6]([C:7]4[CH:8]=[CH:9][C:10]([CH3:13])=[CH:11][CH:12]=4)[C:5]=3[C:14]=2[CH3:21])=[O:38])=[CH:29][CH:30]=1. The yield is 0.210. (3) The reactants are CO[C:3]([C:5]1[CH:18]=[C:8]2[N:9]=[C:10]([CH3:17])[CH:11]=[C:12]([C:13]([F:16])([F:15])[F:14])[N:7]2[N:6]=1)=[O:4].[OH-].[Na+].[CH:21]1[CH:22]=[CH:23]C2N(O)N=[N:27][C:25]=2[CH:26]=1.CCN=C=NCCCN(C)C.C(N(C(C)C)CC)(C)C.CC1CCCCN1. The catalyst is C(O)C.C1COCC1. The product is [CH3:17][C:10]1[CH:11]=[C:12]([C:13]([F:16])([F:15])[F:14])[N:7]2[N:6]=[C:5]([C:3]([N:27]3[CH2:23][CH2:22][CH2:21][CH2:26][CH2:25]3)=[O:4])[CH:18]=[C:8]2[N:9]=1. The yield is 0.850. (4) The reactants are Cl[C:2]1[N:3]([CH2:28][CH:29]2[CH2:31][CH2:30]2)[C:4]2[C:9]([N:10]=1)=[C:8]([N:11]1[CH2:16][CH2:15][O:14][CH2:13][CH2:12]1)[N:7]=[C:6]([C:17]1[C:18]([C:24]([F:27])([F:26])[F:25])=[N:19][C:20]([NH2:23])=[N:21][CH:22]=1)[N:5]=2.[CH3:32][S:33]([N:36]1[CH2:41][CH2:40][NH:39][CH2:38][CH2:37]1)(=[O:35])=[O:34]. The catalyst is CN1CCCC1=O. The product is [CH:29]1([CH2:28][N:3]2[C:2]([N:39]3[CH2:40][CH2:41][N:36]([S:33]([CH3:32])(=[O:35])=[O:34])[CH2:37][CH2:38]3)=[N:10][C:9]3[C:4]2=[N:5][C:6]([C:17]2[C:18]([C:24]([F:26])([F:27])[F:25])=[N:19][C:20]([NH2:23])=[N:21][CH:22]=2)=[N:7][C:8]=3[N:11]2[CH2:16][CH2:15][O:14][CH2:13][CH2:12]2)[CH2:31][CH2:30]1. The yield is 0.470.